The task is: Predict the reactants needed to synthesize the given product.. This data is from Full USPTO retrosynthesis dataset with 1.9M reactions from patents (1976-2016). (1) The reactants are: [F:1][C:2]1[C:28]([F:29])=[CH:27][CH:26]=[CH:25][C:3]=1[CH2:4][S:5][C:6]1[N:7]=[C:8]([NH:17][C@H:18]([CH2:21][CH:22]([CH3:24])[CH3:23])[CH2:19][OH:20])[C:9]2[S:14][C:13]([O:15]C)=[N:12][C:10]=2[N:11]=1.Cl.O. Given the product [F:1][C:2]1[C:28]([F:29])=[CH:27][CH:26]=[CH:25][C:3]=1[CH2:4][S:5][C:6]1[N:7]=[C:8]([NH:17][C@@H:18]([CH2:19][OH:20])[CH2:21][CH:22]([CH3:24])[CH3:23])[C:9]2[S:14][C:13](=[O:15])[NH:12][C:10]=2[N:11]=1, predict the reactants needed to synthesize it. (2) The reactants are: [CH2:1]([C@@H:3]1[CH2:7][N:6]([C:8]([O:10][C:11]([CH3:14])([CH3:13])[CH3:12])=[O:9])[C@H:5]([C:15]([O:17]CC2C=CC=CC=2)=[O:16])[CH2:4]1)[CH3:2]. Given the product [C:11]([O:10][C:8]([N:6]1[CH2:7][C@@H:3]([CH2:1][CH3:2])[CH2:4][C@H:5]1[C:15]([OH:17])=[O:16])=[O:9])([CH3:12])([CH3:13])[CH3:14], predict the reactants needed to synthesize it.